Dataset: Reaction yield outcomes from USPTO patents with 853,638 reactions. Task: Predict the reaction yield, written as a fraction of the theoretical maximum amount of product (1.0 means a 100% yield; for example, 0.34 means a 34% yield). The catalyst is C(#N)C. The yield is 0.660. The reactants are C1C(=O)N([Br:8])C(=O)C1.[Cl:9][C:10]1[CH:15]=[CH:14][N:13]=[C:12]([NH:16][C:17](=[O:22])[C:18]([CH3:21])([CH3:20])[CH3:19])[CH:11]=1. The product is [Br:8][C:15]1[C:10]([Cl:9])=[CH:11][C:12]([NH:16][C:17](=[O:22])[C:18]([CH3:19])([CH3:21])[CH3:20])=[N:13][CH:14]=1.